From a dataset of Catalyst prediction with 721,799 reactions and 888 catalyst types from USPTO. Predict which catalyst facilitates the given reaction. (1) Reactant: [O-:1][C:2]#[N:3].[Na+].[NH2:5][C:6]1[CH:10]=[CH:9][S:8][C:7]=1[C:11]([O:13]C)=O. Product: [NH:5]1[C:6]2[CH:10]=[CH:9][S:8][C:7]=2[C:11](=[O:13])[NH:3][C:2]1=[O:1]. The catalyst class is: 211. (2) Reactant: [F:1][C:2]([F:6])([F:5])[CH2:3][NH2:4].[CH:7]1([NH:10][C:11]([C:13]2[CH:14]=[C:15]([F:37])[C:16]([CH3:36])=[C:17]([C:19]3[CH:24]=[CH:23][C:22]([C:25](O)=[O:26])=[CH:21][C:20]=3[C:28]([NH:30][C:31]3[S:32][CH:33]=[CH:34][N:35]=3)=[O:29])[CH:18]=2)=[O:12])[CH2:9][CH2:8]1.Cl.CN(C)CCCN=C=NCC.CCOC(C)=O. Product: [CH:7]1([NH:10][C:11]([C:13]2[CH:18]=[C:17]([C:19]3[C:20]([C:28]([NH:30][C:31]4[S:32][CH:33]=[CH:34][N:35]=4)=[O:29])=[CH:21][C:22]([C:25]([NH:4][CH2:3][C:2]([F:6])([F:5])[F:1])=[O:26])=[CH:23][CH:24]=3)[C:16]([CH3:36])=[C:15]([F:37])[CH:14]=2)=[O:12])[CH2:9][CH2:8]1. The catalyst class is: 119.